This data is from Experimentally validated miRNA-target interactions with 360,000+ pairs, plus equal number of negative samples. The task is: Binary Classification. Given a miRNA mature sequence and a target amino acid sequence, predict their likelihood of interaction. (1) The miRNA is mmu-miR-767 with sequence UGCACCAUGGUUGUCUGAGCA. The protein sequence of the target gene is MGTGGRRGTRSGKGTEGAAATSSSCLYRCIECNREAQELYRDYSHGVLKITICKSCQKPVDKYIEYDPVIILINAILCKTQAYRHILFNTKINIHGKLCMFCLLCEAYLRWWQLQDSSQSPAPDDVIRYAKEWDFYRMFVIASFEQAAFLTGIFAFLWVQQPMTAKRAPDFVLLLKALLLSSYGKLLLIPAVIWEHDYTPLCLRLIKVFVLTSNFQAVRVTLNTNRRLSLLVVLSGLLLESIVVFFFQRMEWDVSSDCALYKSQDF. Result: 0 (no interaction). (2) The miRNA is mmu-miR-449c-5p with sequence AGGCAGUGCAUUGCUAGCUGG. The protein sequence of the target gene is MAAAAGDGGAKPLQSAMKLANKAIELDTGNRPREAYVEYLRSIHYISQVLLEDVENTTEAGETVPPETSKMLKLAEQCLERAQSTATKLGRICLKPAVPAAPPTPLPTSRHRRVCSDEGGKLSPFLPPEIFQKLQVAESQNSKKELTPLEKASLQNQKLRATYEARMARLDPSQAMQKTSLTLSLQRQMMENLVIAKAREETLQRKMEERRLRLQEAANRRFCSQVALTPEEREQRALYAAILEYEQDHDWPKHWRAKLKRSPGDLSLVTSLLSHLLSLPDHPISQLLKKLQCAVYSALY.... Result: 1 (interaction).